Dataset: Reaction yield outcomes from USPTO patents with 853,638 reactions. Task: Predict the reaction yield, written as a fraction of the theoretical maximum amount of product (1.0 means a 100% yield; for example, 0.34 means a 34% yield). (1) The product is [Br:1][C:2]1[CH:6]=[N:5][N:4]([CH3:7])[C:3]=1[C:8]1[CH:13]=[C:12]([NH2:14])[CH:11]=[C:10]([N:17]([CH3:18])[CH3:19])[CH:9]=1. The catalyst is CCO. The yield is 0.250. The reactants are [Br:1][C:2]1[CH:6]=[N:5][N:4]([CH3:7])[C:3]=1[C:8]1[CH:9]=[C:10]([N:17]([CH3:19])[CH3:18])[CH:11]=[C:12]([N+:14]([O-])=O)[CH:13]=1.O.O.Cl[Sn]Cl.CCOC(C)=O.CCCCCC. (2) The reactants are [Cl:1][C:2]1[C:3]2[C:4](=[CH:8][N:9]([C:11]3[C:16]([Cl:17])=[CH:15][CH:14]=[CH:13][C:12]=3[Cl:18])[N:10]=2)[CH:5]=[N:6][CH:7]=1.[OH:19]O. The catalyst is C(Cl)Cl.C[Re](=O)(=O)=O.O=[Mn]=O. The product is [Cl:1][C:2]1[C:3]2[C:4](=[CH:8][N:9]([C:11]3[C:16]([Cl:17])=[CH:15][CH:14]=[CH:13][C:12]=3[Cl:18])[N:10]=2)[CH:5]=[N+:6]([O-:19])[CH:7]=1. The yield is 0.890.